This data is from Forward reaction prediction with 1.9M reactions from USPTO patents (1976-2016). The task is: Predict the product of the given reaction. (1) Given the reactants [Cl:1][C:2]1[CH:3]=[CH:4][C:5]([O:14][CH2:15][C:16]([N:18]2[CH2:23][C@H:22]([CH3:24])[N:21]([CH2:25][C:26]3[CH:31]=[CH:30][C:29]([F:32])=[CH:28][CH:27]=3)[CH2:20][C@H:19]2[CH3:33])=[O:17])=[C:6]([CH:13]=1)[CH2:7][O:8][CH2:9][C:10](O)=[O:11].[CH:34]1(N=C=NC2CCCCC2)CCCCC1.C[S:50]([NH2:53])(=[O:52])=[O:51], predict the reaction product. The product is: [Cl:1][C:2]1[CH:3]=[CH:4][C:5]([O:14][CH2:15][C:16]([N:18]2[CH2:23][C@H:22]([CH3:24])[N:21]([CH2:25][C:26]3[CH:27]=[CH:28][C:29]([F:32])=[CH:30][CH:31]=3)[CH2:20][C@H:19]2[CH3:33])=[O:17])=[C:6]([CH:13]=1)[CH2:7][O:8][CH:9]([C:10](=[O:11])[CH3:34])[S:50]([NH2:53])(=[O:52])=[O:51]. (2) Given the reactants C([O:5][C:6](=[O:31])/[CH:7]=[CH:8]/[C:9]1[CH:30]=[N:29][C:12]2[NH:13][C:14](=[O:28])[CH2:15][N:16]([CH2:18][C:19]([N:21]3[CH2:26][CH2:25][N:24]([CH3:27])[CH2:23][CH2:22]3)=[O:20])[CH2:17][C:11]=2[CH:10]=1)(C)(C)C.C(O)(C(F)(F)F)=O.C(Cl)[Cl:40], predict the reaction product. The product is: [ClH:40].[CH3:27][N:24]1[CH2:23][CH2:22][N:21]([C:19](=[O:20])[CH2:18][N:16]2[CH2:17][C:11]3[CH:10]=[C:9](/[CH:8]=[CH:7]/[C:6]([OH:31])=[O:5])[CH:30]=[N:29][C:12]=3[NH:13][C:14](=[O:28])[CH2:15]2)[CH2:26][CH2:25]1. (3) Given the reactants [N:1]1([CH2:7][CH2:8][CH2:9][CH2:10][NH:11][C:12]2[N:13]=[N+:14]([O-:25])[C:15]3[CH:24]=[C:23]4[C:19]([CH2:20][CH2:21][CH2:22]4)=[CH:18][C:16]=3[N:17]=2)[CH2:6][CH2:5][O:4][CH2:3][CH2:2]1.C[OH:27], predict the reaction product. The product is: [N:1]1([CH2:7][CH2:8][CH2:9][CH2:10][NH:11][C:12]2[N:13]=[N+:14]([O-:25])[C:15]3[CH:24]=[C:23]4[C:19]([CH2:20][CH2:21][CH2:22]4)=[CH:18][C:16]=3[N+:17]=2[O-:27])[CH2:2][CH2:3][O:4][CH2:5][CH2:6]1. (4) Given the reactants [OH:1][C:2]1[CH:3]=[C:4]([C:8](=[O:10])[CH3:9])[CH:5]=[CH:6][CH:7]=1.[F:11][C:12]1[CH:17]=[CH:16][C:15]([CH:18](O)[CH2:19][CH2:20][CH2:21][CH2:22][CH2:23][N:24]2[CH2:29][CH2:28][CH:27]([C:30]3[CH:31]=[C:32]([NH:36][C:37](=[O:41])[CH:38]([CH3:40])[CH3:39])[CH:33]=[CH:34][CH:35]=3)[CH2:26][CH2:25]2)=[CH:14][CH:13]=1, predict the reaction product. The product is: [C:8]([C:4]1[CH:3]=[C:2]([CH:7]=[CH:6][CH:5]=1)[O:1][CH:18]([C:15]1[CH:14]=[CH:13][C:12]([F:11])=[CH:17][CH:16]=1)[CH2:19][CH2:20][CH2:21][CH2:22][CH2:23][N:24]1[CH2:25][CH2:26][CH:27]([C:30]2[CH:31]=[C:32]([NH:36][C:37](=[O:41])[CH:38]([CH3:40])[CH3:39])[CH:33]=[CH:34][CH:35]=2)[CH2:28][CH2:29]1)(=[O:10])[CH3:9]. (5) Given the reactants C(O[C:4]([C:6]1[C:7]([OH:23])=[C:8]2[CH:14]=[CH:13][N:12]([CH2:15][C:16]3[CH:21]=[CH:20][C:19]([F:22])=[CH:18][CH:17]=3)[C:9]2=[CH:10][N:11]=1)=[O:5])C.[NH2:24][CH2:25][C:26]([OH:28])=[O:27].C[O-].[Na+].CO, predict the reaction product. The product is: [F:22][C:19]1[CH:20]=[CH:21][C:16]([CH2:15][N:12]2[C:9]3=[CH:10][N:11]=[C:6]([C:4]([NH:24][CH2:25][C:26]([OH:28])=[O:27])=[O:5])[C:7]([OH:23])=[C:8]3[CH:14]=[CH:13]2)=[CH:17][CH:18]=1. (6) Given the reactants [CH:1]1([C:4]([NH2:6])=[O:5])[CH2:3][CH2:2]1.[C:7]([O-])(=O)[CH3:8].[K+].[B:21]1([B:21]2[O:25][C:24]([CH3:27])([CH3:26])[C:23]([CH3:29])([CH3:28])[O:22]2)[O:25][C:24]([CH3:27])([CH3:26])[C:23]([CH3:29])([CH3:28])[O:22]1, predict the reaction product. The product is: [CH3:27][C:24]1([CH3:26])[C:23]([CH3:28])([CH3:29])[O:22][B:21]([C:8]2[CH:7]=[CH:3][C:2]([C:1]3([C:4]([NH2:6])=[O:5])[CH2:3][CH2:2]3)=[CH:1][CH:4]=2)[O:25]1. (7) Given the reactants [NH:1]1[C:10]2[C:5](=[CH:6][CH:7]=[C:8]([CH2:11][CH2:12][NH:13][C:14](=[O:20])[O:15][C:16]([CH3:19])([CH3:18])[CH3:17])[CH:9]=2)[CH2:4][CH2:3][CH2:2]1.C(=O)([O-])[O-].[Ca+2].[I:26](Cl)(=O)=O.I(Cl)(=O)=O.C([N+](C)(C)C)C1C=CC=CC=1, predict the reaction product. The product is: [I:26][C:7]1[CH:6]=[C:5]2[C:10](=[CH:9][C:8]=1[CH2:11][CH2:12][NH:13][C:14](=[O:20])[O:15][C:16]([CH3:17])([CH3:19])[CH3:18])[NH:1][CH2:2][CH2:3][CH2:4]2.